Task: Predict the reaction yield, written as a fraction of the theoretical maximum amount of product (1.0 means a 100% yield; for example, 0.34 means a 34% yield).. Dataset: Reaction yield outcomes from USPTO patents with 853,638 reactions (1) The reactants are Br[C:2]1[CH:11]=[C:10]2[C:5]([CH:6]=[C:7]([NH:12][C:13]([CH:15]3[CH2:17][CH2:16]3)=[O:14])[N:8]=[CH:9]2)=[CH:4][CH:3]=1.N1C2C(=CC=C3C=2N=CC=C3)C=CC=1.[C:32](=O)([O-])[O-:33].[Cs+].[Cs+]. The catalyst is [Cu]I.C(O)C. The product is [CH3:32][O:33][C:2]1[CH:11]=[C:10]2[C:5]([CH:6]=[C:7]([NH:12][C:13]([CH:15]3[CH2:17][CH2:16]3)=[O:14])[N:8]=[CH:9]2)=[CH:4][CH:3]=1. The yield is 0.0570. (2) The reactants are [C:1]([C:3](=[CH:13]OCC)[C:4]([NH:6][CH:7]1[CH2:12][CH2:11][CH2:10][CH2:9][CH2:8]1)=[O:5])#[N:2].Cl.[NH:18]([C:20]1[CH:21]=[C:22]([CH:27]=[CH:28][CH:29]=1)[C:23]([O:25][CH3:26])=[O:24])[NH2:19].CCN(C(C)C)C(C)C.CCOCC. The yield is 0.470. The catalyst is C(O)C. The product is [NH2:2][C:1]1[N:18]([C:20]2[CH:21]=[C:22]([CH:27]=[CH:28][CH:29]=2)[C:23]([O:25][CH3:26])=[O:24])[N:19]=[CH:13][C:3]=1[C:4](=[O:5])[NH:6][CH:7]1[CH2:12][CH2:11][CH2:10][CH2:9][CH2:8]1. (3) The yield is 0.940. The product is [CH3:1][O:2][C:3]1[N:8]=[C:7]([N:9]2[CH2:14][CH2:13][CH:12]([NH:15][CH3:16])[CH2:11][CH2:10]2)[CH:6]=[C:5]([CH3:27])[N:4]=1. The catalyst is CO.[OH-].[OH-].[Pd+2]. The reactants are [CH3:1][O:2][C:3]1[N:8]=[C:7]([N:9]2[CH2:14][CH2:13][CH:12]([N:15](C)[C:16](=O)OCC3C=CC=CC=3)[CH2:11][CH2:10]2)[CH:6]=[C:5]([CH3:27])[N:4]=1. (4) The reactants are [F:1][C:2]1[CH:7]=[CH:6][C:5]([F:8])=[CH:4][C:3]=1[C:9]([N:11]1[CH2:16][CH2:15][NH:14][C:13]2[N:17]=[CH:18][C:19](I)=[CH:20][C:12]1=2)=[O:10].[CH3:22][N:23]1[CH2:28][CH2:27][N:26]([C:29]([C:31]2[CH:36]=[CH:35][C:34](B3OC(C)(C)C(C)(C)O3)=[CH:33][CH:32]=2)=[O:30])[CH2:25][CH2:24]1. No catalyst specified. The product is [F:1][C:2]1[CH:7]=[CH:6][C:5]([F:8])=[CH:4][C:3]=1[C:9]([N:11]1[CH2:16][CH2:15][NH:14][C:13]2[N:17]=[CH:18][C:19]([C:34]3[CH:33]=[CH:32][C:31]([C:29]([N:26]4[CH2:27][CH2:28][N:23]([CH3:22])[CH2:24][CH2:25]4)=[O:30])=[CH:36][CH:35]=3)=[CH:20][C:12]1=2)=[O:10]. The yield is 0.360. (5) The reactants are CO.Cl[C:4]1[CH:5]=[CH:6][C:7]([N+:10]([O-:12])=[O:11])=[N:8][CH:9]=1.[CH3:13][S-:14].[Na+]. The catalyst is O. The product is [CH3:13][S:14][C:4]1[CH:5]=[CH:6][C:7]([N+:10]([O-:12])=[O:11])=[N:8][CH:9]=1. The yield is 0.450.